From a dataset of Full USPTO retrosynthesis dataset with 1.9M reactions from patents (1976-2016). Predict the reactants needed to synthesize the given product. (1) Given the product [NH2:8][CH2:9][CH2:10][CH2:11][CH2:12][C:13]([NH:15][C@H:16]([C:20]([O:22][CH3:23])=[O:21])[CH2:17][S:18][CH3:19])=[O:14], predict the reactants needed to synthesize it. The reactants are: C(OC([NH:8][CH2:9][CH2:10][CH2:11][CH2:12][C:13]([NH:15][C@H:16]([C:20]([O:22][CH3:23])=[O:21])[CH2:17][S:18][CH3:19])=[O:14])=O)(C)(C)C. (2) Given the product [Cl:1][C:2]1[C:7]([CH2:8][O:9][C:10]2[C:18]3[N:17]=[C:16]([O:19][CH3:20])[N:15]([CH2:21][C:22]4[CH:27]=[CH:26][CH:25]=[CH:24][N:23]=4)[C:14]=3[CH:13]=[CH:12][CH:11]=2)=[C:6]([Cl:28])[CH:5]=[CH:4][C:3]=1[N:29]([CH3:53])[C:30](=[O:52])[CH2:31][NH:32][C:33]([CH:35]1[CH2:39][CH2:38][N:37]([CH:40]2[CH2:44][CH2:43][NH:42][CH2:41]2)[CH2:36]1)=[O:34], predict the reactants needed to synthesize it. The reactants are: [Cl:1][C:2]1[C:7]([CH2:8][O:9][C:10]2[C:18]3[N:17]=[C:16]([O:19][CH3:20])[N:15]([CH2:21][C:22]4[CH:27]=[CH:26][CH:25]=[CH:24][N:23]=4)[C:14]=3[CH:13]=[CH:12][CH:11]=2)=[C:6]([Cl:28])[CH:5]=[CH:4][C:3]=1[N:29]([CH3:53])[C:30](=[O:52])[CH2:31][NH:32][C:33]([CH:35]1[CH2:39][CH2:38][N:37]([CH:40]2[CH2:44][CH2:43][N:42](C(OC(C)(C)C)=O)[CH2:41]2)[CH2:36]1)=[O:34].O([Si](C)(C)C)S(C(F)(F)F)(=O)=O. (3) Given the product [CH3:16][C:14]1[N:25]([C:22]2[CH:23]=[CH:24][C:19]([CH3:18])=[CH:20][CH:21]=2)[N:26]=[CH:7][C:8]=1[C:9]([OH:11])=[O:10], predict the reactants needed to synthesize it. The reactants are: C(O)C.C(O[CH:7]=[C:8]([C:14]([CH3:16])=O)[C:9]([O:11]CC)=[O:10])C.Cl.[CH3:18][C:19]1[CH:24]=[CH:23][C:22]([NH:25][NH2:26])=[CH:21][CH:20]=1.[OH-].[Na+]. (4) Given the product [NH:2]1[C:6]2[CH:7]=[CH:8][C:9]([C:11]([N:13]3[CH2:16][C:15]4([CH2:17][CH2:18][N:19]([C:34]5[S:35][C:36]([C:39]6[CH:44]=[CH:43][C:42]([Cl:45])=[CH:41][CH:40]=6)=[N:37][N:38]=5)[CH2:20][CH2:21]4)[CH2:14]3)=[O:12])=[CH:10][C:5]=2[N:4]=[N:3]1, predict the reactants needed to synthesize it. The reactants are: Cl.[NH:2]1[C:6]2[CH:7]=[CH:8][C:9]([C:11]([N:13]3[CH2:16][C:15]4([CH2:21][CH2:20][NH:19][CH2:18][CH2:17]4)[CH2:14]3)=[O:12])=[CH:10][C:5]=2[N:4]=[N:3]1.N12CCCN=C1CCCCC2.Br[C:34]1[S:35][C:36]([C:39]2[CH:44]=[CH:43][C:42]([Cl:45])=[CH:41][CH:40]=2)=[N:37][N:38]=1. (5) Given the product [Cl:1][C:2]1[CH:7]=[C:6]([N+:8]([O-:10])=[O:9])[CH:5]=[CH:4][C:3]=1[CH2:11][C:12]([NH:30][O:28][CH3:29])=[O:14], predict the reactants needed to synthesize it. The reactants are: [Cl:1][C:2]1[CH:7]=[C:6]([N+:8]([O-:10])=[O:9])[CH:5]=[CH:4][C:3]=1[CH2:11][C:12]([OH:14])=O.C1N=CN(C(N2C=NC=C2)=O)C=1.Cl.[O:28]([NH2:30])[CH3:29]. (6) Given the product [CH2:23]([O:22][C:20](=[O:21])[C:19](=[O:25])[CH2:1][C:2](=[O:3])[C:4]1[CH:9]=[CH:8][C:7]([N:10]2[CH2:14][CH2:13][CH2:12][CH2:11]2)=[CH:6][CH:5]=1)[CH3:24], predict the reactants needed to synthesize it. The reactants are: [CH3:1][C:2]([C:4]1[CH:9]=[CH:8][C:7]([N:10]2[CH2:14][CH2:13][CH2:12][CH2:11]2)=[CH:6][CH:5]=1)=[O:3].CC[O-].[Na+].[C:19](OCC)(=[O:25])[C:20]([O:22][CH2:23][CH3:24])=[O:21].